Dataset: Full USPTO retrosynthesis dataset with 1.9M reactions from patents (1976-2016). Task: Predict the reactants needed to synthesize the given product. (1) Given the product [CH:47]1([C:50]([O:27][CH:24]([C:5]2[C:6]3[N:7]4[CH2:14][CH2:13][CH2:12][N:11]([C:15]5[C:16]([CH3:23])=[N:17][C:18]([O:21][CH3:22])=[CH:19][CH:20]=5)[C:8]4=[N:9][C:10]=3[C:2]([Cl:1])=[CH:3][CH:4]=2)[CH2:25][CH3:26])=[O:51])[CH2:49][CH2:48]1, predict the reactants needed to synthesize it. The reactants are: [Cl:1][C:2]1[C:10]2[N:9]=[C:8]3[N:11]([C:15]4[C:16]([CH3:23])=[N:17][C:18]([O:21][CH3:22])=[CH:19][CH:20]=4)[CH2:12][CH2:13][CH2:14][N:7]3[C:6]=2[C:5]([CH:24]([OH:27])[CH2:25][CH3:26])=[CH:4][CH:3]=1.Cl.C(N=C=NCCCN(C)C)C.C(N(CC)CC)C.[CH:47]1([C:50](O)=[O:51])[CH2:49][CH2:48]1. (2) Given the product [C:1]([C:3]1[CH:8]=[C:7]([C:9]([F:12])([F:10])[F:11])[CH:6]=[CH:5][C:4]=1[N:13]1[CH2:18][CH2:17][O:16][C:15]2[CH:19]=[C:20]([S:23]([NH:43][C:39]3[O:38][CH:42]=[CH:41][N:40]=3)(=[O:25])=[O:24])[CH:21]=[CH:22][C:14]1=2)#[N:2], predict the reactants needed to synthesize it. The reactants are: [C:1]([C:3]1[CH:8]=[C:7]([C:9]([F:12])([F:11])[F:10])[CH:6]=[CH:5][C:4]=1[N:13]1[CH2:18][CH2:17][O:16][C:15]2[CH:19]=[C:20]([S:23](OC3C(F)=C(F)C(F)=C(F)C=3F)(=[O:25])=[O:24])[CH:21]=[CH:22][C:14]1=2)#[N:2].[O:38]1[CH:42]=[CH:41][N:40]=[C:39]1[NH2:43].C[Si]([N-][Si](C)(C)C)(C)C.[Li+]. (3) Given the product [C:19]1([C:17]2[N:31]=[C:11]([C@H:8]3[CH2:9][CH2:10][C@H:5]([C:3]([O:2][CH3:1])=[O:4])[CH2:6][CH2:7]3)[NH:15][CH:16]=2)[CH:24]=[CH:23][CH:22]=[CH:21][CH:20]=1, predict the reactants needed to synthesize it. The reactants are: [CH3:1][O:2][C:3]([C@H:5]1[CH2:10][CH2:9][C@H:8]([C:11](O)=O)[CH2:7][CH2:6]1)=[O:4].Cl.[NH2:15][CH2:16][C:17]([C:19]1[CH:24]=[CH:23][CH:22]=[CH:21][CH:20]=1)=O.C1C=CC2N(O)N=[N:31]C=2C=1.O.CCN=C=NCCCN(C)C.Cl.C(N(CC)CC)C.C([O-])(=O)C.[NH4+]. (4) The reactants are: [CH:1]1(B(O)O)[CH2:3][CH2:2]1.C1(P(C2CCCCC2)C2C=CC=CC=2C2C(OC)=CC=CC=2OC)CCCCC1.[C:36](=[O:39])([O-])[O-].[Na+].[Na+].Br[C:43]1[C:48](C=O)([C:49]2[CH:54]=[CH:53][C:52]([F:55])=[CH:51][C:50]=2[F:56])[CH:47]([F:59])[C:46]([O:60][CH3:61])=[CH:45][CH:44]=1. Given the product [CH:1]1([C:43]2[C:48]([C:49]3[CH:54]=[CH:53][C:52]([F:55])=[CH:51][C:50]=3[F:56])=[C:47]([F:59])[C:46]([O:60][CH3:61])=[C:45]([CH:36]=[O:39])[CH:44]=2)[CH2:3][CH2:2]1, predict the reactants needed to synthesize it. (5) Given the product [N+:1]([C:4]1[CH:5]=[CH:6][C:7]([C:8]([O:10][C:11]([CH:28]2[CH2:29][CH2:30]2)([C:24]([F:25])([F:26])[F:27])[C:12]#[CH:13])=[O:9])=[CH:31][CH:32]=1)([O-:3])=[O:2], predict the reactants needed to synthesize it. The reactants are: [N+:1]([C:4]1[CH:32]=[CH:31][C:7]([C:8]([O:10][C:11]([CH:28]2[CH2:30][CH2:29]2)([C:24]([F:27])([F:26])[F:25])[C:12]#[C:13][Si](C(C)C)(C(C)C)C(C)C)=[O:9])=[CH:6][CH:5]=1)([O-:3])=[O:2].[F-].C([N+](CCCC)(CCCC)CCCC)CCC. (6) The reactants are: [Cl:1][C:2]1[N:3]=[CH:4][C:5]2[NH:6][C:7](=[O:21])[C:8]3([CH2:20][CH2:19]3)[CH2:9][N:10]([CH:13]3[CH2:18][CH2:17][CH2:16][CH2:15][CH2:14]3)[C:11]=2[N:12]=1.[CH3:22]I.[H-].[Na+]. Given the product [Cl:1][C:2]1[N:3]=[CH:4][C:5]2[N:6]([CH3:22])[C:7](=[O:21])[C:8]3([CH2:19][CH2:20]3)[CH2:9][N:10]([CH:13]3[CH2:18][CH2:17][CH2:16][CH2:15][CH2:14]3)[C:11]=2[N:12]=1, predict the reactants needed to synthesize it. (7) Given the product [F:26][C:2]([F:25])([F:1])[C:3]1[N:8]2[N:9]=[CH:10][C:11]([C:12]3[O:14][N:36]=[C:34]([C:31]4[CH:30]=[N:29][C:28]([NH2:27])=[N:33][CH:32]=4)[N:35]=3)=[C:7]2[N:6]=[C:5]([C:15]2[CH:20]=[CH:19][C:18]([C:21]([F:23])([F:22])[F:24])=[CH:17][CH:16]=2)[CH:4]=1, predict the reactants needed to synthesize it. The reactants are: [F:1][C:2]([F:26])([F:25])[C:3]1[N:8]2[N:9]=[CH:10][C:11]([C:12]([OH:14])=O)=[C:7]2[N:6]=[C:5]([C:15]2[CH:20]=[CH:19][C:18]([C:21]([F:24])([F:23])[F:22])=[CH:17][CH:16]=2)[CH:4]=1.[NH2:27][C:28]1[N:33]=[CH:32][C:31]([C:34]([NH:36]O)=[NH:35])=[CH:30][N:29]=1. (8) Given the product [Cl:25][C:11]1[CH:10]=[C:9]([CH:14]=[C:13]([O:15][C:16]2[CH:21]=[C:20]([C:22]#[N:23])[CH:19]=[C:18]([Cl:24])[CH:17]=2)[CH:12]=1)[O:8][CH2:7][C:6]([OH:26])=[O:5], predict the reactants needed to synthesize it. The reactants are: C([O:5][C:6](=[O:26])[CH2:7][O:8][C:9]1[CH:14]=[C:13]([O:15][C:16]2[CH:21]=[C:20]([C:22]#[N:23])[CH:19]=[C:18]([Cl:24])[CH:17]=2)[CH:12]=[C:11]([Cl:25])[CH:10]=1)(C)(C)C.FC(F)(F)C(O)=O. (9) Given the product [CH:34]1[C:33]2[CH:32]([CH2:31][O:30][C:28](=[O:29])[NH:27][C@H:23]([C:24](=[O:25])[NH:10][C:6]3[CH:5]=[C:4]4[C:9](=[CH:8][CH:7]=3)[CH2:1][CH2:2][CH2:3]4)[CH2:22][CH2:21][CH2:20][CH2:19][NH2:18])[C:44]3[C:39](=[CH:40][CH:41]=[CH:42][CH:43]=3)[C:38]=2[CH:37]=[CH:36][CH:35]=1, predict the reactants needed to synthesize it. The reactants are: [CH2:1]1[C:9]2[C:4](=[CH:5][C:6]([NH2:10])=[CH:7][CH:8]=2)[CH2:3][CH2:2]1.C(OC([NH:18][CH2:19][CH2:20][CH2:21][CH2:22][C@H:23]([NH:27][C:28]([O:30][CH2:31][CH:32]1[C:44]2[CH:43]=[CH:42][CH:41]=[CH:40][C:39]=2[C:38]2[C:33]1=[CH:34][CH:35]=[CH:36][CH:37]=2)=[O:29])[C:24](O)=[O:25])=O)(C)(C)C. (10) Given the product [CH3:37][C:38]1([CH2:44][NH:23][C:24]2[CH:29]=[CH:28][C:27]([S:30]([NH2:33])(=[O:32])=[O:31])=[CH:26][C:25]=2[N+:34]([O-:36])=[O:35])[CH2:43][CH2:42][O:41][CH2:40][CH2:39]1, predict the reactants needed to synthesize it. The reactants are: C(O[BH-](OC(=O)C)OC(=O)C)(=O)C.[Na+].FC(CC(O)=O)(F)F.[NH2:23][C:24]1[CH:29]=[CH:28][C:27]([S:30]([NH2:33])(=[O:32])=[O:31])=[CH:26][C:25]=1[N+:34]([O-:36])=[O:35].[CH3:37][C:38]1([CH:44]=O)[CH2:43][CH2:42][O:41][CH2:40][CH2:39]1.C(=O)(O)[O-].[Na+].